This data is from Reaction yield outcomes from USPTO patents with 853,638 reactions. The task is: Predict the reaction yield, written as a fraction of the theoretical maximum amount of product (1.0 means a 100% yield; for example, 0.34 means a 34% yield). (1) The reactants are O=C(Cl)[O:3][C:4](Cl)(Cl)Cl.[CH2:9]([NH:11][C:12]1[C:17]([CH2:18][NH:19][C:20]2[CH:25]=[CH:24][C:23]([F:26])=[C:22]([N+:27]([O-:29])=[O:28])[CH:21]=2)=[CH:16][N:15]=[C:14]([N:30]([O:32][CH3:33])[CH3:31])[CH:13]=1)[CH3:10].CCN(CC)CC. No catalyst specified. The product is [CH2:9]([N:11]1[C:12]2[CH:13]=[C:14]([N:30]([O:32][CH3:33])[CH3:31])[N:15]=[CH:16][C:17]=2[CH2:18][N:19]([C:20]2[CH:25]=[CH:24][C:23]([F:26])=[C:22]([N+:27]([O-:29])=[O:28])[CH:21]=2)[C:4]1=[O:3])[CH3:10]. The yield is 0.800. (2) The product is [CH3:23][C:24]1([CH3:36])[CH:33]=[C:32]([CH3:34])[C:31]2[C:26](=[CH:27][CH:28]=[C:29]([O:35][C:2]3[C:11]4[C:6](=[CH:7][CH:8]=[CH:9][CH:10]=4)[N:5]=[CH:4][N:3]=3)[CH:30]=2)[NH:25]1. The yield is 0.740. No catalyst specified. The reactants are Cl[C:2]1[C:11]2[C:6](=[CH:7][C:8](OCC3CCN(C)CC3)=[C:9](OC)[CH:10]=2)[N:5]=[CH:4][N:3]=1.[CH3:23][C:24]1([CH3:36])[CH:33]=[C:32]([CH3:34])[C:31]2[C:26](=[CH:27][CH:28]=[C:29]([OH:35])[CH:30]=2)[NH:25]1. (3) The reactants are [C:1](OC(=O)C)(=[O:3])[CH3:2].[Cl-].[F:9][C:10]1[C:15]([N:16]([CH3:36])[C:17]([C:19]2[N:23]([CH3:24])[N:22]=[C:21]([C:25]([F:31])([F:30])[C:26]([F:29])([F:28])[F:27])[C:20]=2[C:32]([F:35])([F:34])[F:33])=[O:18])=[CH:14][CH:13]=[C:12]([F:37])[C:11]=1[CH2:38][NH3+:39].N1C=CC=CC=1. The catalyst is C1COCC1. The product is [C:1]([NH:39][CH2:38][C:11]1[C:10]([F:9])=[C:15]([N:16]([CH3:36])[C:17]([C:19]2[N:23]([CH3:24])[N:22]=[C:21]([C:25]([F:31])([F:30])[C:26]([F:29])([F:27])[F:28])[C:20]=2[C:32]([F:33])([F:34])[F:35])=[O:18])[CH:14]=[CH:13][C:12]=1[F:37])(=[O:3])[CH3:2]. The yield is 0.990. (4) The reactants are [CH2:1]([C@@H:8](/[CH:24]=[CH:25]/[C@H:26]([CH3:42])[C:27]([N:29]1[C@@H:33]([CH2:34][C:35]2[CH:40]=[CH:39][CH:38]=[CH:37][CH:36]=2)[CH2:32][O:31][C:30]1=[O:41])=[O:28])[C:9]([N:11]1[C@@H:15]([CH2:16][C:17]2[CH:22]=[CH:21][CH:20]=[CH:19][CH:18]=2)[CH2:14][O:13][C:12]1=[O:23])=[O:10])[C:2]1[CH:7]=[CH:6][CH:5]=[CH:4][CH:3]=1.[CH3:43]COC(C)=O. The catalyst is [Pd]. The product is [CH2:1]([C@@H:8]([CH2:24][CH2:25][C@H:26]([CH2:42][CH3:43])[C:27]([N:29]1[C@@H:33]([CH2:34][C:35]2[CH:36]=[CH:37][CH:38]=[CH:39][CH:40]=2)[CH2:32][O:31][C:30]1=[O:41])=[O:28])[C:9]([N:11]1[C@@H:15]([CH2:16][C:17]2[CH:22]=[CH:21][CH:20]=[CH:19][CH:18]=2)[CH2:14][O:13][C:12]1=[O:23])=[O:10])[C:2]1[CH:3]=[CH:4][CH:5]=[CH:6][CH:7]=1. The yield is 0.880. (5) The reactants are Cl[C:2]1[C:7]2[CH2:8][N:9]([CH:12]([C:14]3[CH:15]=[N:16][C:17]([O:21][CH2:22][CH2:23][C:24]([F:27])([F:26])[F:25])=[C:18]([Cl:20])[CH:19]=3)[CH3:13])[C:10](=[O:11])[C:6]=2[CH:5]=[CH:4][N:3]=1.[CH:28]([O:30][C:31]1[CH:36]=[CH:35][CH:34]=[CH:33][CH:32]=1)=[O:29]. No catalyst specified. The product is [Cl:20][C:18]1[CH:19]=[C:14]([CH:12]([N:9]2[C:10](=[O:11])[C:6]3[CH:5]=[CH:4][N:3]=[C:2]([C:28]([O:30][C:31]4[CH:36]=[CH:35][CH:34]=[CH:33][CH:32]=4)=[O:29])[C:7]=3[CH2:8]2)[CH3:13])[CH:15]=[N:16][C:17]=1[O:21][CH2:22][CH2:23][C:24]([F:27])([F:26])[F:25]. The yield is 0.790. (6) The reactants are [OH:1][C:2]1[CH:3]=[C:4]2[C:9](=[CH:10][CH:11]=1)[CH:8]=[C:7]([C@:12]1([CH3:18])[CH2:16][O:15][C:14](=[O:17])[NH:13]1)[CH:6]=[CH:5]2.[I:19]N1C(=O)CCC1=O.C(Cl)Cl. The catalyst is [Cl-].[Cl-].[Cl-].[Cl-].[Zr+4]. The product is [OH:1][C:2]1[C:3]([I:19])=[C:4]2[C:9](=[CH:10][CH:11]=1)[CH:8]=[C:7]([C@:12]1([CH3:18])[CH2:16][O:15][C:14](=[O:17])[NH:13]1)[CH:6]=[CH:5]2. The yield is 0.860. (7) The reactants are [Br:1][C:2]1[CH:3]=[C:4]([OH:17])[CH:5]=[C:6]([C:8]2[CH:13]=[CH:12][C:11]([N:14]([CH3:16])[CH3:15])=[CH:10][CH:9]=2)[CH:7]=1.C([O:20][C:21](=[O:46])[CH2:22][CH2:23][CH2:24][O:25][C:26]1[CH:31]=[CH:30][CH:29]=[C:28]([CH2:32][CH2:33][CH2:34][CH2:35][CH2:36][CH2:37]Br)[C:27]=1[CH2:39][CH2:40][C:41]([O:43]CC)=[O:42])C.C(=O)([O-])[O-].[K+].[K+].[OH-].[Na+].Cl. The catalyst is O.CC(N(C)C)=O. The product is [Br:1][C:2]1[CH:3]=[C:4]([O:17][CH2:37][CH2:36][CH2:35][CH2:34][CH2:33][CH2:32][C:28]2[C:27]([CH2:39][CH2:40][C:41]([OH:43])=[O:42])=[C:26]([CH:31]=[CH:30][CH:29]=2)[O:25][CH2:24][CH2:23][CH2:22][C:21]([OH:46])=[O:20])[CH:5]=[C:6]([C:8]2[CH:9]=[CH:10][C:11]([N:14]([CH3:15])[CH3:16])=[CH:12][CH:13]=2)[CH:7]=1. The yield is 0.420. (8) The reactants are [C:14]1(P([C:14]2[CH:19]=[CH:18][CH:17]=[CH:16][CH:15]=2)[C:14]2[CH:19]=[CH:18][CH:17]=[CH:16][CH:15]=2)[CH:19]=[CH:18][CH:17]=[CH:16][CH:15]=1.C(=[C:22]([O:29]NC(O)C)[C:23]1[CH:28]=[CH:27][CH:26]=[CH:25][CH:24]=1)=O.CC[O:36][C:37](/[N:39]=N/C(OCC)=O)=O.O1CCCCC1[N:52]1[C:60]2[C:55](=[CH:56][C:57]([C:61]3[N:65]=[CH:64][N:63](C(C4C=CC=CC=4)(C4C=CC=CC=4)C4C=CC=CC=4)[N:62]=3)=[CH:58][CH:59]=2)[C:54](C2C=C(O)C=CC=2)=[N:53]1.Cl.[O:93]1[CH2:97][CH2:96]CC1. No catalyst specified. The product is [NH:62]1[C:61]([C:57]2[CH:56]=[C:55]3[C:60](=[CH:59][CH:58]=2)[NH:52][N:53]=[C:54]3[C:18]2[CH:19]=[C:14]([CH:15]=[CH:16][CH:17]=2)[O:93][CH2:97][CH2:96][NH:39][C:37]([O:29][CH2:22][C:23]2[CH:24]=[CH:25][CH:26]=[CH:27][CH:28]=2)=[O:36])=[N:65][CH:64]=[N:63]1. The yield is 0.420.